Dataset: Reaction yield outcomes from USPTO patents with 853,638 reactions. Task: Predict the reaction yield, written as a fraction of the theoretical maximum amount of product (1.0 means a 100% yield; for example, 0.34 means a 34% yield). (1) The reactants are [CH3:1][C:2]1[CH:12]=[CH:11][C:10]([Si:13]([CH3:16])([CH3:15])[CH3:14])=[CH:9][C:3]=1[O:4][Si](C)(C)C.[F-].C([N+](CCCC)(CCCC)CCCC)CCC.O. The catalyst is C(OCC)C. The product is [CH3:14][Si:13]([CH3:15])([CH3:16])[C:10]1[CH:11]=[CH:12][C:2]([CH3:1])=[C:3]([OH:4])[CH:9]=1. The yield is 0.560. (2) The reactants are [NH2:1][C:2]1[CH:10]=[CH:9][C:8]([F:11])=[CH:7][C:3]=1[C:4]([OH:6])=O.N1[CH:16]=[CH:15]N=C1.C(Cl)(=O)C.Cl.[NH2:22][CH:23]1[CH2:28][CH2:27][C:26](=[O:29])[NH:25][C:24]1=[O:30].P(OC1C=CC=CC=1)(OC1C=CC=CC=1)OC1C=CC=CC=1. The catalyst is C(#N)C. The product is [F:11][C:8]1[CH:7]=[C:3]2[C:2](=[CH:10][CH:9]=1)[N:1]=[C:15]([CH3:16])[N:22]([CH:23]1[CH2:28][CH2:27][C:26](=[O:29])[NH:25][C:24]1=[O:30])[C:4]2=[O:6]. The yield is 0.530. (3) The product is [NH2:1][C:2]1[N:9]=[CH:8][C:7]([Br:16])=[CH:6][C:3]=1[C:4]#[N:5]. The yield is 0.730. The catalyst is C(O)(=O)C. The reactants are [NH2:1][C:2]1[N:9]=[CH:8][CH:7]=[CH:6][C:3]=1[C:4]#[N:5].C(=O)([O-])[O-].[Na+].[Na+].[Br:16]Br. (4) The reactants are [CH3:1][O:2][C:3]1[CH:20]=[C:19]2[C:6]([C@@:7]3([CH3:24])[C@H:16]([CH2:17][S:18]2)[C@:15]2([CH3:21])[C@H:10]([C:11]([CH3:23])([CH3:22])[CH2:12][CH2:13][CH2:14]2)[CH2:9][CH2:8]3)=[C:5]([C:25]([OH:27])=O)[CH:4]=1.[CH3:28][N:29](C(ON1N=NC2C=CC=NC1=2)=[N+](C)C)C.F[P-](F)(F)(F)(F)F.CCN(C(C)C)C(C)C.CN. The catalyst is C1COCC1.CN(C=O)C. The product is [CH3:1][O:2][C:3]1[CH:20]=[C:19]2[C:6]([C@@:7]3([CH3:24])[C@H:16]([CH2:17][S:18]2)[C@:15]2([CH3:21])[C@H:10]([C:11]([CH3:23])([CH3:22])[CH2:12][CH2:13][CH2:14]2)[CH2:9][CH2:8]3)=[C:5]([C:25]([NH:29][CH3:28])=[O:27])[CH:4]=1. The yield is 0.590. (5) The reactants are [CH3:1][O:2][C:3]1[CH:8]=[CH:7][C:6]([O:9][CH3:10])=[CH:5][C:4]=1[CH2:11][CH2:12][NH2:13].Br[CH2:15][CH2:16][CH2:17][C:18]([O:20][CH2:21][CH3:22])=[O:19].C(N(C(C)C)CC)(C)C. No catalyst specified. The product is [CH3:1][O:2][C:3]1[CH:8]=[CH:7][C:6]([O:9][CH3:10])=[CH:5][C:4]=1[CH2:11][CH2:12][NH:13][CH2:15][CH2:16][CH2:17][C:18]([O:20][CH2:21][CH3:22])=[O:19]. The yield is 0.940. (6) The reactants are [CH3:1][O:2][C:3]1[CH:4]=[C:5]2[C:10](=[CH:11][C:12]=1[O:13][CH3:14])[C:9]([C:15](=[O:24])[C:16]1[CH:21]=[CH:20][CH:19]=[C:18]([O:22][CH3:23])[CH:17]=1)=[N:8][CH:7]=[C:6]2[C:25]([OH:27])=O.C(N(CC)CC)C.C(OC(Cl)=O)C(C)C.[OH:43][CH:44]1[CH2:49][CH2:48][NH:47][CH2:46][CH2:45]1. The catalyst is C(OCC)(=O)C.CN(C)C=O. The product is [OH:43][CH:44]1[CH2:49][CH2:48][N:47]([C:25]([C:6]2[C:5]3[C:10](=[CH:11][C:12]([O:13][CH3:14])=[C:3]([O:2][CH3:1])[CH:4]=3)[C:9]([C:15]([C:16]3[CH:21]=[CH:20][CH:19]=[C:18]([O:22][CH3:23])[CH:17]=3)=[O:24])=[N:8][CH:7]=2)=[O:27])[CH2:46][CH2:45]1. The yield is 0.680. (7) The reactants are C[O:2][C:3]1[CH:4]=[C:5]2[C:10](=[CH:11][CH:12]=1)[CH:9]([CH2:13][C:14]([O:16][CH2:17][CH3:18])=[O:15])[NH:8][CH2:7][CH2:6]2.B(Br)(Br)Br.C(=O)([O-])O.[Na+].[C:28](O[C:28]([O:30][C:31]([CH3:34])([CH3:33])[CH3:32])=[O:29])([O:30][C:31]([CH3:34])([CH3:33])[CH3:32])=[O:29]. The catalyst is ClCCl.O1CCCC1.O. The product is [CH2:17]([O:16][C:14]([CH2:13][CH:9]1[C:10]2[C:5](=[CH:4][C:3]([OH:2])=[CH:12][CH:11]=2)[CH2:6][CH2:7][N:8]1[C:28]([O:30][C:31]([CH3:34])([CH3:33])[CH3:32])=[O:29])=[O:15])[CH3:18]. The yield is 0.260. (8) The reactants are [CH2:7]([O:8][CH2:4][CH2:5][CH2:6][CH2:7][O:8][CH2:4][CH3:5])[CH3:6].C#C.[C:13]1(=O)[NH:19][CH2:18][CH2:17]CC[CH2:14]1. No catalyst specified. The product is [CH:18]([N:19]1[CH2:13][CH2:14][CH2:4][CH2:5][CH2:6][C:7]1=[O:8])=[CH2:17]. The yield is 0.819. (9) The reactants are Cl[C:2]1[C:3]2[CH:17]=[CH:16][CH:15]=[N:14][C:4]=2[N:5]=[C:6]([C:8]2[CH:13]=[CH:12][CH:11]=[CH:10][CH:9]=2)[N:7]=1.[NH2:18][C:19]1[CH:23]=[C:22]([CH3:24])[NH:21][N:20]=1. The catalyst is C1COCC1. The product is [CH3:24][C:22]1[CH:23]=[C:19]([NH:18][C:2]2[C:3]3[CH:17]=[CH:16][CH:15]=[N:14][C:4]=3[N:5]=[C:6]([C:8]3[CH:13]=[CH:12][CH:11]=[CH:10][CH:9]=3)[N:7]=2)[NH:20][N:21]=1. The yield is 0.500. (10) The product is [F:1][C:2]([F:7])([F:6])[C:3]([OH:5])=[O:4].[CH2:8]([O:11][C:12]1[CH:13]=[C:14]([CH:22]([NH:26][C:27]2[CH:32]=[CH:31][C:30]([C:33]([NH2:34])=[NH:35])=[CH:29][CH:28]=2)[C:23]([NH:66][NH:65][C:60]2[CH:61]=[CH:62][CH:63]=[CH:64][N:59]=2)=[O:25])[CH:15]=[CH:16][C:17]=1[O:18][CH2:19][CH:20]=[CH2:21])[CH:9]=[CH2:10]. The reactants are [F:1][C:2]([F:7])([F:6])[C:3]([OH:5])=[O:4].[CH2:8]([O:11][C:12]1[CH:13]=[C:14]([CH:22]([NH:26][C:27]2[CH:32]=[CH:31][C:30]([C:33](=[NH:35])[NH2:34])=[CH:29][CH:28]=2)[C:23]([OH:25])=O)[CH:15]=[CH:16][C:17]=1[O:18][CH2:19][CH:20]=[CH2:21])[CH:9]=[CH2:10].O.ON1C2C=CC=CC=2N=N1.Cl.C(N=C=NCCCN(C)C)C.[N:59]1[CH:64]=[CH:63][CH:62]=[CH:61][C:60]=1[NH:65][NH2:66]. The catalyst is CN(C)C=O. The yield is 0.850.